From a dataset of Full USPTO retrosynthesis dataset with 1.9M reactions from patents (1976-2016). Predict the reactants needed to synthesize the given product. (1) Given the product [C:1]([C:5]1[CH:9]=[C:8](/[N:10]=[CH:11]/[N:12]([CH3:14])[CH3:13])[N:7]([CH2:21][CH:22]2[CH2:23][CH2:24][C@@H:25]([CH3:26])[O:16]2)[N:6]=1)([CH3:4])([CH3:2])[CH3:3], predict the reactants needed to synthesize it. The reactants are: [C:1]([C:5]1[CH:9]=[C:8](/[N:10]=[CH:11]/[N:12]([CH3:14])[CH3:13])[NH:7][N:6]=1)([CH3:4])([CH3:3])[CH3:2].C(=O)([O-])[O-:16].[K+].[K+].[C:21]1(C)[CH:26]=[CH:25][CH:24]=[CH:23][CH:22]=1. (2) Given the product [CH3:1][O:2][C:3]1[CH:8]=[CH:7][C:6]([C:9]2[C:14]([CH3:15])=[C:13]([C:16]([F:19])([F:17])[F:18])[N:12]3[N:20]=[CH:21][C:22]([C:23]([N:65]4[CH2:64][CH2:63][N:62]([C@H:66]([C:68]5[CH:73]=[CH:72][CH:71]=[CH:70][CH:69]=5)[CH3:67])[CH2:61][C@H:60]4[CH3:59])=[O:24])=[C:11]3[N:10]=2)=[CH:5][CH:4]=1, predict the reactants needed to synthesize it. The reactants are: [CH3:1][O:2][C:3]1[CH:8]=[CH:7][C:6]([C:9]2[C:14]([CH3:15])=[C:13]([C:16]([F:19])([F:18])[F:17])[N:12]3[N:20]=[CH:21][C:22]([C:23](O)=[O:24])=[C:11]3[N:10]=2)=[CH:5][CH:4]=1.CN(C(ON1N=NC2C=CC=NC1=2)=[N+](C)C)C.F[P-](F)(F)(F)(F)F.CCN(C(C)C)C(C)C.[CH3:59][C@@H:60]1[NH:65][CH2:64][CH2:63][N:62]([C@@H:66]([C:68]2[CH:73]=[CH:72][CH:71]=[CH:70][CH:69]=2)[CH3:67])[CH2:61]1. (3) Given the product [Br:10][C:4]1[C:3]2[O:11][CH:13]([CH:19]([CH3:21])[CH3:20])[C:14](=[O:15])[NH:1][C:2]=2[CH:7]=[C:6]([O:8][CH3:9])[CH:5]=1, predict the reactants needed to synthesize it. The reactants are: [NH2:1][C:2]1[CH:7]=[C:6]([O:8][CH3:9])[CH:5]=[C:4]([Br:10])[C:3]=1[OH:11].Br[CH:13]([CH:19]([CH3:21])[CH3:20])[C:14](OCC)=[O:15].N12CCCN=C1CCCCC2. (4) Given the product [O:39]1[C:40](=[O:42])[N:14]=[C:13]([C:12]2[CH:11]=[CH:10][C:9]([NH2:8])=[CH:16][CH:15]=2)[NH:38]1, predict the reactants needed to synthesize it. The reactants are: C(OC([NH:8][C:9]1[CH:16]=[CH:15][C:12]([C:13]#[N:14])=[CH:11][CH:10]=1)=O)(C)(C)C.O1CC(=O)N=N1.C(OC(=O)CCNC(=O)C1C=CC(C2[NH:38][O:39][C:40](=[O:42])N=2)=CC=1)C. (5) Given the product [CH2:1]([C:3]1[C:11]2[N:10]3[CH:12]=[CH:13][CH:14]=[C:9]3[CH:8]=[N:7][C:6]=2[NH:5][C:4]=1[C:23]1[CH:28]=[CH:27][C:26]([C:29](=[O:30])[CH3:34])=[CH:25][CH:24]=1)[CH3:2], predict the reactants needed to synthesize it. The reactants are: [CH2:1]([C:3]1[C:11]2[N:10]3[CH:12]=[CH:13][CH:14]=[C:9]3[CH:8]=[N:7][C:6]=2[N:5](COCC[Si](C)(C)C)[C:4]=1[C:23]1[CH:28]=[CH:27][C:26]([C:29]2([CH3:34])OCC[O:30]2)=[CH:25][CH:24]=1)[CH3:2].Cl.C(O)(C(F)(F)F)=O.[NH4+].[OH-]. (6) Given the product [CH3:22][C:23]1[CH:32]=[CH:31][C:26]([C:35]([N:13]=[C:10]2[N:9]([CH:15]([CH2:20][CH3:21])[C:16]([OH:18])=[O:17])[C:8]3[CH:7]=[CH:6][CH:5]=[C:4]([N+:1]([O-:3])=[O:2])[C:12]=3[S:11]2)=[O:36])=[CH:25][CH:24]=1, predict the reactants needed to synthesize it. The reactants are: [N+:1]([C:4]1[C:12]2[S:11][C:10]([NH2:13])=[N:9][C:8]=2[CH:7]=[CH:6][CH:5]=1)([O-:3])=[O:2].Br[CH:15]([CH2:20][CH3:21])[C:16]([O:18]C)=[O:17].[CH3:22][C:23]1[CH:32]=[CH:31][C:26]2N=C(N)S[C:25]=2[CH:24]=1.BrC(CC)[C:35](OCC)=[O:36]. (7) Given the product [CH3:1][O:2][C:3]([C:5]1[C:13]2[N:12]=[C:11]([NH2:14])[NH:10][C:9]=2[CH:8]=[C:7]([N+:15]([O-:17])=[O:16])[CH:6]=1)=[O:4], predict the reactants needed to synthesize it. The reactants are: [CH3:1][O:2][C:3]([C:5]1[C:13]2[NH:12][C:11]([NH2:14])=[N:10][C:9]=2[CH:8]=[CH:7][CH:6]=1)=[O:4].[N+:15]([O-])([O-:17])=[O:16].[K+].N. (8) Given the product [C:42]([C:39]1[C:40](=[O:41])[N:35]([CH2:26][CH:27]=[CH:28][C:29]2[CH:34]=[CH:33][CH:32]=[CH:31][CH:30]=2)[N:36]=[C:37]([C:46]2[CH:51]=[CH:50][C:49]([F:52])=[C:48]([CH3:53])[CH:47]=2)[CH:38]=1)([OH:44])=[O:43], predict the reactants needed to synthesize it. The reactants are: FC1C=C(F)C=CC=1C1C=C(COS(C)(=O)=O)C(=O)N(CC(C)C)N=1.[CH2:26]([N:35]1[C:40](=[O:41])[C:39]([C:42]([O:44]C)=[O:43])=[CH:38][C:37]([C:46]2[CH:51]=[CH:50][C:49]([F:52])=[C:48]([CH3:53])[CH:47]=2)=[N:36]1)[CH:27]=[CH:28][C:29]1[CH:34]=[CH:33][CH:32]=[CH:31][CH:30]=1. (9) The reactants are: [CH3:1][O:2][C:3]1[CH:8]=[CH:7][CH:6]=[C:5]([O:9][CH3:10])[C:4]=1[CH:11]1[N:15]([CH2:16][C:17]2[CH:22]=[CH:21][C:20]([O:23][C:24]([F:27])([F:26])[F:25])=[CH:19][CH:18]=2)[C:14](=[O:28])[C:13](=[O:29])[CH2:12]1.[BH4-].[Na+]. Given the product [CH3:1][O:2][C:3]1[CH:8]=[CH:7][CH:6]=[C:5]([O:9][CH3:10])[C:4]=1[CH:11]1[N:15]([CH2:16][C:17]2[CH:22]=[CH:21][C:20]([O:23][C:24]([F:25])([F:26])[F:27])=[CH:19][CH:18]=2)[C:14](=[O:28])[CH:13]([OH:29])[CH2:12]1, predict the reactants needed to synthesize it.